This data is from Catalyst prediction with 721,799 reactions and 888 catalyst types from USPTO. The task is: Predict which catalyst facilitates the given reaction. The catalyst class is: 7. Reactant: [O:1]1[C:5]2[CH:6]=[CH:7][CH:8]=[CH:9][C:4]=2[CH:3]=[CH:2]1.C([Li])CCC.[I:15]I. Product: [I:15][C:2]1[O:1][C:5]2[CH:6]=[CH:7][CH:8]=[CH:9][C:4]=2[CH:3]=1.